This data is from Full USPTO retrosynthesis dataset with 1.9M reactions from patents (1976-2016). The task is: Predict the reactants needed to synthesize the given product. (1) Given the product [C:22]([C:26]1[CH:27]=[CH:28][C:29]([CH2:30][O:31][C:32]2[CH:37]=[CH:36][CH:35]=[CH:34][C:33]=2[CH2:38][CH2:39][N:40]([CH2:2][CH2:3][C:4]2[CH:13]=[CH:12][C:7]([C:8]([O:10][CH3:11])=[O:9])=[CH:6][CH:5]=2)[CH:41]2[CH2:50][CH2:49][CH2:48][C:47]3[N:46]=[C:45]([C:51]([O:53][CH2:54][CH3:55])=[O:52])[CH:44]=[CH:43][C:42]2=3)=[CH:56][CH:57]=1)([CH3:24])([CH3:23])[CH3:25], predict the reactants needed to synthesize it. The reactants are: Cl[CH2:2][CH2:3][C:4]1[CH:13]=[CH:12][C:7]([C:8]([O:10][CH3:11])=[O:9])=[CH:6][CH:5]=1.C(=O)([O-])[O-].[Na+].[Na+].Cl.Cl.[C:22]([C:26]1[CH:57]=[CH:56][C:29]([CH2:30][O:31][C:32]2[CH:37]=[CH:36][CH:35]=[CH:34][C:33]=2[CH2:38][CH2:39][NH:40][CH:41]2[CH2:50][CH2:49][CH2:48][C:47]3[N:46]=[C:45]([C:51]([O:53][CH2:54][CH3:55])=[O:52])[CH:44]=[CH:43][C:42]2=3)=[CH:28][CH:27]=1)([CH3:25])([CH3:24])[CH3:23].ICCC1C=CC(C(OC)=O)=CC=1. (2) Given the product [F:1][C:2]1[CH:15]=[C:14]([NH2:16])[CH:13]=[CH:12][C:3]=1[O:4][CH2:5][CH2:6][N:7]1[CH2:8][CH2:9][CH2:10][CH2:11]1, predict the reactants needed to synthesize it. The reactants are: [F:1][C:2]1[CH:15]=[C:14]([N+:16]([O-])=O)[CH:13]=[CH:12][C:3]=1[O:4][CH2:5][CH2:6][N:7]1[CH2:11][CH2:10][CH2:9][CH2:8]1. (3) Given the product [C:35]1([C:41]2[CH:42]=[CH:43][CH:44]=[CH:45][CH:46]=2)[CH:40]=[CH:39][C:38]([O:1][CH2:2][CH2:3][C:4]2[N:5]=[C:6]([S:9][C:10]([CH3:15])([CH3:14])[C:11]([OH:13])=[O:12])[S:7][CH:8]=2)=[CH:37][CH:36]=1, predict the reactants needed to synthesize it. The reactants are: [OH:1][CH2:2][CH2:3][C:4]1[N:5]=[C:6]([S:9][C:10]([CH3:15])([CH3:14])[C:11]([OH:13])=[O:12])[S:7][CH:8]=1.C1(P(C2C=CC=CC=2)C2C=CC=CC=2)C=CC=CC=1.[C:35]1([C:41]2[CH:46]=[CH:45][C:44](O)=[CH:43][CH:42]=2)[CH:40]=[CH:39][CH:38]=[CH:37][CH:36]=1.N(C(OC(C)C)=O)=NC(OC(C)C)=O. (4) Given the product [OH:18][C@H:19]([C@H:22]1[O:26][C:25](=[O:27])[C@H:24]([CH3:28])[CH2:23]1)[CH2:20][CH3:21], predict the reactants needed to synthesize it. The reactants are: [Si]([O:18][C@H:19]([C@H:22]1[O:26][C:25](=[O:27])[C@H:24]([CH3:28])[CH2:23]1)[CH2:20][CH3:21])(C(C)(C)C)(C1C=CC=CC=1)C1C=CC=CC=1.CCCC[N+](CCCC)(CCCC)CCCC.[F-]. (5) Given the product [Cl:1][C:2]1[CH:3]=[C:4]([C@H:9]([CH2:10][NH:11][CH3:12])[C@H:19]([C:20]2[CH:21]=[C:22]([NH:26][S:27]([C:30]([F:33])([F:31])[F:32])(=[O:28])=[O:29])[CH:23]=[CH:24][CH:25]=2)[OH:34])[CH:5]=[CH:6][C:7]=1[Cl:8], predict the reactants needed to synthesize it. The reactants are: [Cl:1][C:2]1[CH:3]=[C:4]([CH:9]([CH:19]([OH:34])[C:20]2[CH:25]=[CH:24][CH:23]=[C:22]([NH:26][S:27]([C:30]([F:33])([F:32])[F:31])(=[O:29])=[O:28])[CH:21]=2)[CH2:10][NH:11][C:12](=O)OC(C)(C)C)[CH:5]=[CH:6][C:7]=1[Cl:8].NC1C=C(C(O)C(C2C=CC(Cl)=C(Cl)C=2)CNC(=O)OC(C)(C)C)C=CC=1.C(N(CC)CC)C.FC(F)(F)S(OS(C(F)(F)F)(=O)=O)(=O)=O. (6) Given the product [CH3:21][N:18]1[C:6]2=[CH:7][CH:8]=[C:9]3[C:4]([N:3]=[C:2]([C:27]4[CH:28]=[C:23]([CH:24]=[CH:25][CH:26]=4)[NH2:22])[N:11]=[C:10]3[N:12]3[CH2:17][CH2:16][O:15][CH2:14][CH2:13]3)=[C:5]2[CH:20]=[CH:19]1, predict the reactants needed to synthesize it. The reactants are: Cl[C:2]1[N:11]=[C:10]([N:12]2[CH2:17][CH2:16][O:15][CH2:14][CH2:13]2)[C:9]2[C:4](=[C:5]3[CH:20]=[CH:19][N:18]([CH3:21])[C:6]3=[CH:7][CH:8]=2)[N:3]=1.[NH2:22][C:23]1[CH:24]=[C:25](B(O)O)[CH:26]=[CH:27][CH:28]=1. (7) Given the product [CH3:1][O:2][C:3]1[CH:4]=[C:5]([CH2:9][CH2:10][CH2:11][CH2:12][CH2:13][CH2:14][CH2:15][O:16][C:17]2[CH:18]=[CH:19][CH:20]=[CH:21][CH:22]=2)[CH:6]=[CH:7][CH:8]=1, predict the reactants needed to synthesize it. The reactants are: [CH3:1][O:2][C:3]1[CH:4]=[C:5]([CH:9]=[CH:10][CH2:11][CH2:12][CH2:13][CH2:14][CH2:15][O:16][C:17]2[CH:22]=[CH:21][CH:20]=[CH:19][CH:18]=2)[CH:6]=[CH:7][CH:8]=1.